The task is: Predict the reactants needed to synthesize the given product.. This data is from Full USPTO retrosynthesis dataset with 1.9M reactions from patents (1976-2016). (1) Given the product [CH2:1]([O:3][C:4](=[O:32])[CH:5]([C:10]1[CH:11]=[C:12]([C:22]2[CH:23]=[CH:24][C:25]([C:28]([F:29])([F:30])[F:31])=[CH:26][CH:27]=2)[CH:13]=[C:14]([CH:16]2[CH2:21][CH2:20][CH2:19][N:18]([CH:36]([CH2:37][CH3:38])[CH2:35][CH3:34])[CH2:17]2)[CH:15]=1)[CH2:6][CH:7]([CH3:9])[CH3:8])[CH3:2], predict the reactants needed to synthesize it. The reactants are: [CH2:1]([O:3][C:4](=[O:32])[CH:5]([C:10]1[CH:11]=[C:12]([C:22]2[CH:27]=[CH:26][C:25]([C:28]([F:31])([F:30])[F:29])=[CH:24][CH:23]=2)[CH:13]=[C:14]([CH:16]2[CH2:21][CH2:20][CH2:19][NH:18][CH2:17]2)[CH:15]=1)[CH2:6][CH:7]([CH3:9])[CH3:8])[CH3:2].I[CH2:34][CH2:35][CH:36](Br)[CH2:37][CH3:38].C(=O)([O-])[O-].[Cs+].[Cs+]. (2) Given the product [N:1]1[CH:6]=[CH:5][CH:4]=[CH:3][C:2]=1[C:7]1[C:11]([CH2:12][OH:13])=[CH:10][O:9][N:8]=1, predict the reactants needed to synthesize it. The reactants are: [N:1]1[CH:6]=[CH:5][CH:4]=[CH:3][C:2]=1[C:7]1[C:11]([C:12](O)=[O:13])=[CH:10][O:9][N:8]=1.CC1ON=C(C2C=CN=CN=2)C=1C(O)=O.